Dataset: NCI-60 drug combinations with 297,098 pairs across 59 cell lines. Task: Regression. Given two drug SMILES strings and cell line genomic features, predict the synergy score measuring deviation from expected non-interaction effect. (1) Cell line: UACC62. Drug 2: C1CC(C1)(C2=CC=C(C=C2)C3=C(C=C4C(=N3)C=CN5C4=NNC5=O)C6=CC=CC=C6)N. Synergy scores: CSS=35.7, Synergy_ZIP=-0.970, Synergy_Bliss=1.22, Synergy_Loewe=4.61, Synergy_HSA=6.73. Drug 1: C1CC(CCC1OC2=C(C(=CC=C2)Cl)F)(CC3=NC(=CC=C3)NC4=NC=CS4)C(=O)O. (2) Drug 1: CN1CCC(CC1)COC2=C(C=C3C(=C2)N=CN=C3NC4=C(C=C(C=C4)Br)F)OC. Drug 2: CC12CCC(CC1=CCC3C2CCC4(C3CC=C4C5=CN=CC=C5)C)O. Cell line: CAKI-1. Synergy scores: CSS=40.0, Synergy_ZIP=-5.49, Synergy_Bliss=-0.0545, Synergy_Loewe=-0.475, Synergy_HSA=2.45. (3) Drug 1: C1=CC=C(C(=C1)C(C2=CC=C(C=C2)Cl)C(Cl)Cl)Cl. Drug 2: CN1C2=C(C=C(C=C2)N(CCCl)CCCl)N=C1CCCC(=O)O.Cl. Cell line: HOP-92. Synergy scores: CSS=5.30, Synergy_ZIP=-1.78, Synergy_Bliss=0.273, Synergy_Loewe=1.51, Synergy_HSA=-0.501. (4) Drug 1: CC=C1C(=O)NC(C(=O)OC2CC(=O)NC(C(=O)NC(CSSCCC=C2)C(=O)N1)C(C)C)C(C)C. Drug 2: C1=NNC2=C1C(=O)NC=N2. Cell line: SF-295. Synergy scores: CSS=11.4, Synergy_ZIP=1.52, Synergy_Bliss=2.14, Synergy_Loewe=-34.9, Synergy_HSA=0.395. (5) Drug 1: C1=NNC2=C1C(=O)NC=N2. Drug 2: CC12CCC3C(C1CCC2OP(=O)(O)O)CCC4=C3C=CC(=C4)OC(=O)N(CCCl)CCCl.[Na+]. Cell line: SF-295. Synergy scores: CSS=-0.639, Synergy_ZIP=-1.40, Synergy_Bliss=-2.86, Synergy_Loewe=-3.78, Synergy_HSA=-3.21. (6) Drug 1: COC1=C(C=C2C(=C1)N=CN=C2NC3=CC(=C(C=C3)F)Cl)OCCCN4CCOCC4. Drug 2: C1=NC2=C(N1)C(=S)N=C(N2)N. Cell line: 786-0. Synergy scores: CSS=52.5, Synergy_ZIP=0.406, Synergy_Bliss=1.19, Synergy_Loewe=3.28, Synergy_HSA=5.71. (7) Drug 1: C1CCC(C1)C(CC#N)N2C=C(C=N2)C3=C4C=CNC4=NC=N3. Drug 2: COC1=CC(=CC(=C1O)OC)C2C3C(COC3=O)C(C4=CC5=C(C=C24)OCO5)OC6C(C(C7C(O6)COC(O7)C8=CC=CS8)O)O. Cell line: SK-MEL-2. Synergy scores: CSS=42.0, Synergy_ZIP=0.417, Synergy_Bliss=-4.32, Synergy_Loewe=-50.9, Synergy_HSA=-8.84.